This data is from Peptide-MHC class II binding affinity with 134,281 pairs from IEDB. The task is: Regression. Given a peptide amino acid sequence and an MHC pseudo amino acid sequence, predict their binding affinity value. This is MHC class II binding data. (1) The peptide sequence is EKALWIIFSQNMNIK. The MHC is DRB1_1501 with pseudo-sequence DRB1_1501. The binding affinity (normalized) is 0.638. (2) The peptide sequence is ESLHNPYPDYHWLRT. The MHC is HLA-DPA10103-DPB10301 with pseudo-sequence HLA-DPA10103-DPB10301. The binding affinity (normalized) is 0.0800. (3) The binding affinity (normalized) is 0.128. The peptide sequence is SHELMTMTRPILRLL. The MHC is DRB3_0101 with pseudo-sequence DRB3_0101. (4) The peptide sequence is HSHGMLLKDLESAQP. The MHC is DRB1_0101 with pseudo-sequence DRB1_0101. The binding affinity (normalized) is 0.198.